This data is from Merck oncology drug combination screen with 23,052 pairs across 39 cell lines. The task is: Regression. Given two drug SMILES strings and cell line genomic features, predict the synergy score measuring deviation from expected non-interaction effect. Drug 1: CC(=O)OC1C(=O)C2(C)C(O)CC3OCC3(OC(C)=O)C2C(OC(=O)c2ccccc2)C2(O)CC(OC(=O)C(O)C(NC(=O)c3ccccc3)c3ccccc3)C(C)=C1C2(C)C. Drug 2: Cn1nnc2c(C(N)=O)ncn2c1=O. Cell line: COLO320DM. Synergy scores: synergy=3.38.